From a dataset of Full USPTO retrosynthesis dataset with 1.9M reactions from patents (1976-2016). Predict the reactants needed to synthesize the given product. Given the product [ClH:1].[NH2:2][C:5]1[CH:10]=[CH:9][C:8]([NH:11][C@@H:12]2[CH2:16][NH:15][C@H:14]([C:17]([N:19]3[CH2:23][CH2:22][S:21][CH2:20]3)=[O:18])[CH2:13]2)=[CH:7][CH:6]=1, predict the reactants needed to synthesize it. The reactants are: [ClH:1].[N+:2]([C:5]1[CH:10]=[CH:9][C:8]([NH:11][C@@H:12]2[CH2:16][NH:15][C@H:14]([C:17]([N:19]3[CH2:23][CH2:22][S:21][CH2:20]3)=[O:18])[CH2:13]2)=[CH:7][CH:6]=1)([O-])=O.Cl.O1CCOCC1.